From a dataset of Reaction yield outcomes from USPTO patents with 853,638 reactions. Predict the reaction yield, written as a fraction of the theoretical maximum amount of product (1.0 means a 100% yield; for example, 0.34 means a 34% yield). The reactants are [CH3:1][O:2][C:3](=[O:12])[CH2:4][C:5]1[CH:10]=[CH:9][C:8]([SH:11])=[CH:7][CH:6]=1.[CH3:13][O:14][CH2:15]Cl. The catalyst is C(#N)C.N1C=CC=CC=1. The product is [CH3:1][O:2][C:3](=[O:12])[CH2:4][C:5]1[CH:10]=[CH:9][C:8]([S:11][CH2:13][O:14][CH3:15])=[CH:7][CH:6]=1. The yield is 0.776.